From a dataset of Reaction yield outcomes from USPTO patents with 853,638 reactions. Predict the reaction yield, written as a fraction of the theoretical maximum amount of product (1.0 means a 100% yield; for example, 0.34 means a 34% yield). (1) The reactants are Br[C:2]1[CH:7]=[CH:6][C:5]([C:8]2[CH:23]=[C:11]3[N:12]=[C:13]([Cl:22])[CH:14]=[C:15]([N:16]4[CH2:21][CH2:20][O:19][CH2:18][CH2:17]4)[N:10]3[N:9]=2)=[CH:4][CH:3]=1.CC(C)([O-])C.[Na+].C(P(C(C)(C)C)C(C)(C)C)(C)(C)C.[NH:43]1[CH2:48][CH2:47][S:46][CH2:45][CH2:44]1. The catalyst is C1(C)C=CC=CC=1.[Pd].[Pd].C(=CC(C=CC1C=CC=CC=1)=O)C1C=CC=CC=1.C(=CC(C=CC1C=CC=CC=1)=O)C1C=CC=CC=1.C(=CC(C=CC1C=CC=CC=1)=O)C1C=CC=CC=1.O. The product is [Cl:22][C:13]1[CH:14]=[C:15]([N:16]2[CH2:21][CH2:20][O:19][CH2:18][CH2:17]2)[N:10]2[N:9]=[C:8]([C:5]3[CH:6]=[CH:7][C:2]([N:43]4[CH2:48][CH2:47][S:46][CH2:45][CH2:44]4)=[CH:3][CH:4]=3)[CH:23]=[C:11]2[N:12]=1. The yield is 0.570. (2) The reactants are [C:1](Cl)([Cl:3])=[O:2].[CH2:5]1[O:13][C:12]2[C:7](=[CH:8][C:9]([N+:17]([O-:19])=[O:18])=[C:10]([CH:14]([OH:16])[CH3:15])[CH:11]=2)[O:6]1.CCOCC.CCCCCC. The catalyst is C1COCC1. The product is [Cl:3][C:1]([O:16][CH:14]([C:10]1[CH:11]=[C:12]2[O:13][CH2:5][O:6][C:7]2=[CH:8][C:9]=1[N+:17]([O-:19])=[O:18])[CH3:15])=[O:2]. The yield is 0.850.